This data is from NCI-60 drug combinations with 297,098 pairs across 59 cell lines. The task is: Regression. Given two drug SMILES strings and cell line genomic features, predict the synergy score measuring deviation from expected non-interaction effect. (1) Drug 2: CC(C)CN1C=NC2=C1C3=CC=CC=C3N=C2N. Cell line: SK-OV-3. Drug 1: CC1=C(C(CCC1)(C)C)C=CC(=CC=CC(=CC(=O)O)C)C. Synergy scores: CSS=0.810, Synergy_ZIP=-1.57, Synergy_Bliss=-0.820, Synergy_Loewe=-1.83, Synergy_HSA=-1.24. (2) Drug 1: C1=CC(=C2C(=C1NCCNCCO)C(=O)C3=C(C=CC(=C3C2=O)O)O)NCCNCCO. Drug 2: C#CCC(CC1=CN=C2C(=N1)C(=NC(=N2)N)N)C3=CC=C(C=C3)C(=O)NC(CCC(=O)O)C(=O)O. Cell line: A498. Synergy scores: CSS=28.9, Synergy_ZIP=-1.43, Synergy_Bliss=-1.84, Synergy_Loewe=-0.787, Synergy_HSA=-0.414. (3) Drug 1: CC1C(C(CC(O1)OC2CC(CC3=C2C(=C4C(=C3O)C(=O)C5=C(C4=O)C(=CC=C5)OC)O)(C(=O)C)O)N)O.Cl. Drug 2: CC12CCC3C(C1CCC2OP(=O)(O)O)CCC4=C3C=CC(=C4)OC(=O)N(CCCl)CCCl.[Na+]. Cell line: HCT-15. Synergy scores: CSS=0.135, Synergy_ZIP=-7.08, Synergy_Bliss=-13.5, Synergy_Loewe=-21.3, Synergy_HSA=-14.0. (4) Drug 1: CC1=CC2C(CCC3(C2CCC3(C(=O)C)OC(=O)C)C)C4(C1=CC(=O)CC4)C. Drug 2: C1=NC2=C(N1)C(=S)N=C(N2)N. Cell line: T-47D. Synergy scores: CSS=32.1, Synergy_ZIP=-8.42, Synergy_Bliss=-3.66, Synergy_Loewe=-25.2, Synergy_HSA=0.633.